Binary Classification. Given a drug SMILES string, predict its activity (active/inactive) in a high-throughput screening assay against a specified biological target. From a dataset of KCNQ2 potassium channel screen with 302,405 compounds. (1) The compound is O(C1C(O)C(O)C(OC1CO)OC1C(O)C(O)C(OC1CO)O)C1OC(C(NC2C(O)C(O)C(O)C(=C2)CO)C(O)C1O)C. The result is 0 (inactive). (2) The drug is o1c(/C=N\NC(=O)Cc2ccc([N+]([O-])=O)cc2)ccc1. The result is 0 (inactive). (3) The compound is O=C1N(C(=O)C2C1C1CC2C=C1)C(Cc1ccccc1)C(=O)N1CCCCC1. The result is 0 (inactive). (4) The compound is O(C1CCN(CC1)Cc1c(OC)cccc1O)c1ccc(cc1)C(=O)NCc1ncccc1. The result is 0 (inactive). (5) The molecule is s1c(c(c(c1NC(=O)CCC)C(=O)N)C)Cc1ccccc1. The result is 0 (inactive). (6) The drug is FC(F)(F)CCC(=O)N(CC1CN(CCC1)CCc1ccc(F)cc1)C. The result is 0 (inactive).